From a dataset of Peptide-MHC class I binding affinity with 185,985 pairs from IEDB/IMGT. Regression. Given a peptide amino acid sequence and an MHC pseudo amino acid sequence, predict their binding affinity value. This is MHC class I binding data. (1) The MHC is HLA-B08:01 with pseudo-sequence HLA-B08:01. The binding affinity (normalized) is 0.671. The peptide sequence is MRKTDWLPM. (2) The peptide sequence is KSFQWTQAL. The MHC is HLA-B07:02 with pseudo-sequence HLA-B07:02. The binding affinity (normalized) is 0.521. (3) The MHC is HLA-B38:01 with pseudo-sequence HLA-B38:01. The binding affinity (normalized) is 0.0847. The peptide sequence is EVAESVMFM. (4) The peptide sequence is TLIGDCATV. The MHC is HLA-A02:01 with pseudo-sequence HLA-A02:01. The binding affinity (normalized) is 1.00.